Dataset: Forward reaction prediction with 1.9M reactions from USPTO patents (1976-2016). Task: Predict the product of the given reaction. Given the reactants [NH2:1][C:2]1[N:7]=[C:6]([O:8]C)[C:5]([C:10]([NH:12][CH2:13][CH:14]2[CH2:19][CH2:18][NH:17][CH2:16][CH2:15]2)=[O:11])=[CH:4][C:3]=1[Cl:20].Br[CH:22]([CH2:28][CH2:29][CH2:30][CH3:31])[C:23](OCC)=[O:24].[I-].[Na+].[CH2:34]([N:36](CC)CC)C, predict the reaction product. The product is: [NH2:1][C:2]1[NH:7][C:6](=[O:8])[C:5]([C:10]([NH:12][CH2:13][CH:14]2[CH2:19][CH2:18][N:17]([CH:22]([C:23]([NH:36][CH3:34])=[O:24])[CH2:28][CH2:29][CH2:30][CH3:31])[CH2:16][CH2:15]2)=[O:11])=[CH:4][C:3]=1[Cl:20].